Dataset: Reaction yield outcomes from USPTO patents with 853,638 reactions. Task: Predict the reaction yield, written as a fraction of the theoretical maximum amount of product (1.0 means a 100% yield; for example, 0.34 means a 34% yield). (1) The reactants are [F:1][C:2]1[C:7]([F:8])=[CH:6][CH:5]=[C:4]([F:9])[C:3]=1[CH2:10][C:11](=[O:13])[CH3:12].[C:14](O)(=O)C.N1CCCCC1.C=O. The catalyst is CC#N. The product is [F:1][C:2]1[C:7]([F:8])=[CH:6][CH:5]=[C:4]([F:9])[C:3]=1[C:10](=[CH2:14])[C:11](=[O:13])[CH3:12]. The yield is 0.615. (2) The reactants are [F:1][C:2]1[CH:7]=[CH:6][C:5]([CH2:8][C:9]([N:11]=[C:12]=[S:13])=[O:10])=[CH:4][CH:3]=1.[NH2:14][C:15]1[CH:43]=[CH:42][C:18]([O:19][C:20]2[CH:25]=[C:24]([NH:26][C:27]([N:29]3[CH2:34][CH2:33][CH:32]([N:35]4[CH2:40][CH2:39][N:38]([CH3:41])[CH2:37][CH2:36]4)[CH2:31][CH2:30]3)=[O:28])[N:23]=[CH:22][N:21]=2)=[C:17]([F:44])[CH:16]=1.C12(CS(O)(=O)=O)C(C)(C)C(CC1)CC2=O. The catalyst is C1(C)C=CC=CC=1.C(O)C. The product is [F:44][C:17]1[CH:16]=[C:15]([NH:14][C:12]([NH:11][C:9](=[O:10])[CH2:8][C:5]2[CH:4]=[CH:3][C:2]([F:1])=[CH:7][CH:6]=2)=[S:13])[CH:43]=[CH:42][C:18]=1[O:19][C:20]1[CH:25]=[C:24]([NH:26][C:27]([N:29]2[CH2:30][CH2:31][CH:32]([N:35]3[CH2:40][CH2:39][N:38]([CH3:41])[CH2:37][CH2:36]3)[CH2:33][CH2:34]2)=[O:28])[N:23]=[CH:22][N:21]=1. The yield is 0.460.